Task: Binary Classification. Given a drug SMILES string, predict its activity (active/inactive) in a high-throughput screening assay against a specified biological target.. Dataset: M1 muscarinic receptor agonist screen with 61,833 compounds (1) The molecule is S(=O)(=O)(CCC#N)c1n(nnn1)c1ccccc1. The result is 0 (inactive). (2) The compound is O=C(N)C1(N2CCCCC2)CCN(CC1)c1nn2c(nnc2C)cc1. The result is 0 (inactive). (3) The drug is Clc1c(CNc2cc(c(N3CCOCC3)cc2)C(O)=O)c(F)ccc1. The result is 0 (inactive).